Dataset: Catalyst prediction with 721,799 reactions and 888 catalyst types from USPTO. Task: Predict which catalyst facilitates the given reaction. Reactant: F[P-](F)(F)(F)(F)F.N1([O:17][P+](N(C)C)(N(C)C)N(C)C)C2C=CC=CC=2N=N1.[F:28][C:29]([F:53])([F:52])[C:30]([N:32]([CH2:42][C:43]1([CH2:49][O:50][CH3:51])[CH2:48][CH2:47][NH:46][CH2:45][CH2:44]1)[C@@H:33]1[CH2:35][C@H:34]1[C:36]1[CH:41]=[CH:40][CH:39]=[CH:38][CH:37]=1)=[O:31].[OH:54][CH2:55][C@H:56]1[CH2:61][CH2:60][C@H:59]([C:62](O)=[O:63])[CH2:58][CH2:57]1.C(N(CC)CC)C. Product: [CH3:51][O:50][CH2:49][C:43]1([CH2:42][NH:32][C@@H:33]2[CH2:35][C@H:34]2[C:36]2[CH:41]=[CH:40][CH:39]=[CH:38][CH:37]=2)[CH2:48][CH2:47][N:46]([C:55]([C@H:56]2[CH2:61][CH2:60][C@H:59]([CH2:62][OH:63])[CH2:58][CH2:57]2)=[O:54])[CH2:45][CH2:44]1.[C:30]([OH:17])([C:29]([F:53])([F:52])[F:28])=[O:31]. The catalyst class is: 10.